Predict the product of the given reaction. From a dataset of Forward reaction prediction with 1.9M reactions from USPTO patents (1976-2016). (1) Given the reactants [CH2:1]1[C:7]2[CH:8]=[CH:9][C:10]([O:12][C:13]3[CH:21]=[CH:20][C:16]([C:17]([NH2:19])=[O:18])=[CH:15][N:14]=3)=[CH:11][C:6]=2[CH2:5][CH2:4][CH2:3][NH:2]1.[C:22]([O-])([O-])=O.[K+].[K+].BrC[CH2:30][CH2:31][CH:32]([CH3:34])[CH3:33], predict the reaction product. The product is: [CH3:34][CH:32]([CH2:31][CH3:30])[CH2:33][CH2:22][N:2]1[CH2:3][CH2:4][CH2:5][C:6]2[CH:11]=[C:10]([O:12][C:13]3[CH:21]=[CH:20][C:16]([C:17]([NH2:19])=[O:18])=[CH:15][N:14]=3)[CH:9]=[CH:8][C:7]=2[CH2:1]1. (2) Given the reactants O.[C:2]1([CH3:19])[CH:7]=[CH:6][C:5]([S:8]([N:11]2[CH2:18][CH2:17][CH2:16][C@H:12]2[C:13]([OH:15])=O)(=[O:10])=[O:9])=[CH:4][CH:3]=1.Cl.C[O:22][C:23](=[O:27])[C@H:24]([CH3:26])[NH2:25].[Li+].[OH-], predict the reaction product. The product is: [C:2]1([CH3:19])[CH:3]=[CH:4][C:5]([S:8]([N:11]2[CH2:18][CH2:17][CH2:16][C@H:12]2[C:13]([NH:25][C@H:24]([C:23]([OH:27])=[O:22])[CH3:26])=[O:15])(=[O:9])=[O:10])=[CH:6][CH:7]=1. (3) Given the reactants [F:1][C:2]([F:13])([F:12])[C:3]1[CH:4]=[C:5]([CH2:9][C:10]#[N:11])[CH:6]=[CH:7][CH:8]=1.I[CH3:15].[NH2-].[Na+].O, predict the reaction product. The product is: [F:1][C:2]([F:12])([F:13])[C:3]1[CH:4]=[C:5]([CH:9]([CH3:15])[C:10]#[N:11])[CH:6]=[CH:7][CH:8]=1. (4) Given the reactants [F:1][C:2]1[CH:3]=[CH:4][C:5]2[N:6]([C:8]([CH3:25])=[C:9]([NH:11][S:12]([C:15]3[CH:24]=[CH:23][C:18]([C:19]([O:21][CH3:22])=[O:20])=[CH:17][CH:16]=3)(=[O:14])=[O:13])[N:10]=2)[CH:7]=1.C([O-])([O-])=O.[K+].[K+].[F:32][C:33]([F:44])([F:43])[O:34][C:35]1[CH:42]=[CH:41][C:38]([CH2:39]Br)=[CH:37][CH:36]=1, predict the reaction product. The product is: [F:1][C:2]1[CH:3]=[CH:4][C:5]2[N:6]([C:8]([CH3:25])=[C:9]([N:11]([CH2:39][C:38]3[CH:41]=[CH:42][C:35]([O:34][C:33]([F:32])([F:43])[F:44])=[CH:36][CH:37]=3)[S:12]([C:15]3[CH:24]=[CH:23][C:18]([C:19]([O:21][CH3:22])=[O:20])=[CH:17][CH:16]=3)(=[O:14])=[O:13])[N:10]=2)[CH:7]=1. (5) Given the reactants [CH:1]1([CH2:4][O:5][C:6]2[CH:11]=[C:10]([F:12])[C:9]([O:13][CH3:14])=[CH:8][C:7]=2[C:15]2[C:16]3[N:23]([CH2:24][O:25][CH2:26][CH2:27][Si:28]([CH3:31])([CH3:30])[CH3:29])[C:22]([CH3:32])=[C:21]([C:33](O)=[O:34])[C:17]=3[N:18]=[CH:19][N:20]=2)[CH2:3][CH2:2]1.[NH2:36][C@@H:37]1[CH2:42][CH2:41][C@H:40]([NH:43][C:44](=[O:50])[O:45][C:46]([CH3:49])([CH3:48])[CH3:47])[CH2:39][CH2:38]1, predict the reaction product. The product is: [C:46]([O:45][C:44](=[O:50])[NH:43][C@H:40]1[CH2:41][CH2:42][C@@H:37]([NH:36][C:33]([C:21]2[C:17]3[N:18]=[CH:19][N:20]=[C:15]([C:7]4[CH:8]=[C:9]([O:13][CH3:14])[C:10]([F:12])=[CH:11][C:6]=4[O:5][CH2:4][CH:1]4[CH2:2][CH2:3]4)[C:16]=3[N:23]([CH2:24][O:25][CH2:26][CH2:27][Si:28]([CH3:29])([CH3:31])[CH3:30])[C:22]=2[CH3:32])=[O:34])[CH2:38][CH2:39]1)([CH3:47])([CH3:49])[CH3:48]. (6) Given the reactants Br[CH2:2][CH2:3][CH2:4][CH2:5][N:6]1C(=O)C2=CC=CC=C2C1=O.Cl.[F:18][CH:19]1[CH2:24][CH2:23][NH:22][CH2:21][CH2:20]1.C(N(CC)CC)C.O.NN, predict the reaction product. The product is: [F:18][CH:19]1[CH2:24][CH2:23][N:22]([CH2:2][CH2:3][CH2:4][CH2:5][NH2:6])[CH2:21][CH2:20]1. (7) Given the reactants S(Cl)([Cl:3])=O.[CH2:5]([N:12]1[C:17](=[O:18])[C:16]2=[C:19]([Cl:22])[CH:20]=[CH:21][N:15]2[N:14]=[C:13]1[CH:23]([CH:25]1[CH2:27][CH2:26]1)O)[C:6]1[CH:11]=[CH:10][CH:9]=[CH:8][CH:7]=1.N1C=CC=CC=1, predict the reaction product. The product is: [CH2:5]([N:12]1[C:17](=[O:18])[C:16]2=[C:19]([Cl:22])[CH:20]=[CH:21][N:15]2[N:14]=[C:13]1[CH:23]([Cl:3])[CH:25]1[CH2:27][CH2:26]1)[C:6]1[CH:11]=[CH:10][CH:9]=[CH:8][CH:7]=1. (8) Given the reactants Cl[C:2]1[N:7]=[C:6]([C:8]#[N:9])[CH:5]=[C:4]([C:10]2[CH:15]=[C:14]([O:16][CH2:17][CH3:18])[CH:13]=[CH:12][C:11]=2[F:19])[CH:3]=1.CN1C(=O)[CH2:24][CH2:23][CH2:22]1.C([Mg]Cl)(C)C, predict the reaction product. The product is: [CH2:17]([O:16][C:14]1[CH:13]=[CH:12][C:11]([F:19])=[C:10]([C:4]2[CH:3]=[C:2]([CH:23]([CH3:24])[CH3:22])[N:7]=[C:6]([C:8]#[N:9])[CH:5]=2)[CH:15]=1)[CH3:18]. (9) Given the reactants [Br:1][C:2]1[C:3](=[O:19])[NH:4][N:5]=[CH:6][C:7]=1[NH:8][C@@H:9]1[CH2:14][C@@H:13]2[CH2:15][C@@H:11]([C:12]2([CH3:17])[CH3:16])[C@H:10]1[CH3:18].Br[CH:21]1[CH2:25][CH2:24][CH2:23][CH2:22]1.C(=O)([O-])[O-].[K+].[K+], predict the reaction product. The product is: [Br:1][C:2]1[C:3](=[O:19])[N:4]([CH:21]2[CH2:25][CH2:24][CH2:23][CH2:22]2)[N:5]=[CH:6][C:7]=1[NH:8][C@@H:9]1[CH2:14][C@@H:13]2[CH2:15][C@@H:11]([C:12]2([CH3:16])[CH3:17])[C@H:10]1[CH3:18]. (10) Given the reactants [C:1]1([CH2:7][C:8]2[CH:15]=[CH:14][CH:13]=[C:10]([CH:11]=[O:12])[C:9]=2[OH:16])[CH:6]=[CH:5][CH:4]=[CH:3][CH:2]=1.[OH-:17].[K+], predict the reaction product. The product is: [C:1]1([CH2:7][C:8]2[CH:15]=[CH:14][CH:13]=[C:10]([C:11]([OH:17])=[O:12])[C:9]=2[OH:16])[CH:2]=[CH:3][CH:4]=[CH:5][CH:6]=1.